From a dataset of Catalyst prediction with 721,799 reactions and 888 catalyst types from USPTO. Predict which catalyst facilitates the given reaction. (1) The catalyst class is: 378. Product: [C:3]([C:5]1[CH:6]=[C:7]([C:15]2[O:19][N:18]=[C:17]([C:20]3[C:21]([C:33]([F:34])([F:35])[F:36])=[C:22]([CH2:26][CH2:27][C:28]([OH:30])=[O:29])[CH:23]=[CH:24][CH:25]=3)[N:16]=2)[CH:8]=[CH:9][C:10]=1[O:11][CH:12]([CH3:13])[CH3:14])#[N:4]. Reactant: [OH-].[Na+].[C:3]([C:5]1[CH:6]=[C:7]([C:15]2[O:19][N:18]=[C:17]([C:20]3[C:21]([C:33]([F:36])([F:35])[F:34])=[C:22]([CH2:26][CH2:27][C:28]([O:30]CC)=[O:29])[CH:23]=[CH:24][CH:25]=3)[N:16]=2)[CH:8]=[CH:9][C:10]=1[O:11][CH:12]([CH3:14])[CH3:13])#[N:4].Cl. (2) Product: [CH2:1]([O:3][C:4](=[O:14])[CH:5]([C:8]1[CH:9]=[N:10][CH:11]=[CH:12][CH:13]=1)[CH:6]=[N:22][NH:21][C:16]1[CH:17]=[CH:18][CH:19]=[CH:20][N:15]=1)[CH3:2]. The catalyst class is: 8. Reactant: [CH2:1]([O:3][C:4](=[O:14])[C:5]([C:8]1[CH:9]=[N:10][CH:11]=[CH:12][CH:13]=1)=[CH:6]O)[CH3:2].[N:15]1[CH:20]=[CH:19][CH:18]=[CH:17][C:16]=1[NH:21][NH2:22]. (3) Reactant: [NH2:1][CH2:2][CH2:3][NH:4][C@:5]12[CH2:40][CH2:39][C@@H:38]([C:41]([CH3:43])=[CH2:42])[C@@H:6]1[C@@H:7]1[C@@:20]([CH3:23])([CH2:21][CH2:22]2)[C@@:19]2([CH3:24])[C@@H:10]([C@:11]3([CH3:37])[C@@H:16]([CH2:17][CH2:18]2)[C:15]([CH3:26])([CH3:25])[C:14]([C:27]2[CH:36]=[CH:35][C:30]([C:31]([O:33][CH3:34])=[O:32])=[CH:29][CH:28]=2)=[CH:13][CH2:12]3)[CH2:9][CH2:8]1.CCN(C(C)C)C(C)C.[CH3:53][S:54](Cl)(=[O:56])=[O:55]. Product: [CH3:23][C@:20]12[C@@:19]3([CH3:24])[C@@H:10]([C@:11]4([CH3:37])[C@@H:16]([CH2:17][CH2:18]3)[C:15]([CH3:26])([CH3:25])[C:14]([C:27]3[CH:28]=[CH:29][C:30]([C:31]([O:33][CH3:34])=[O:32])=[CH:35][CH:36]=3)=[CH:13][CH2:12]4)[CH2:9][CH2:8][C@@H:7]1[C@H:6]1[C@H:38]([C:41]([CH3:43])=[CH2:42])[CH2:39][CH2:40][C@:5]1([NH:4][CH2:3][CH2:2][NH:1][S:54]([CH3:53])(=[O:56])=[O:55])[CH2:22][CH2:21]2. The catalyst class is: 46. (4) Reactant: [CH3:1][O:2][C:3]1[CH:4]=[C:5]([CH:11]([OH:16])[C:12]([O:14]C)=[O:13])[CH:6]=[CH:7][C:8]=1[O:9][CH3:10].[Li+].[OH-]. Product: [CH3:1][O:2][C:3]1[CH:4]=[C:5]([CH:11]([OH:16])[C:12]([OH:14])=[O:13])[CH:6]=[CH:7][C:8]=1[O:9][CH3:10]. The catalyst class is: 1.